The task is: Predict the product of the given reaction.. This data is from Forward reaction prediction with 1.9M reactions from USPTO patents (1976-2016). Given the reactants C[Si](C)(C)Cl.Br[CH2:7][C:8]([O:10][CH2:11][CH3:12])=[O:9].[C:13]1(=[O:18])[CH2:17][CH2:16][CH2:15]C1.N, predict the reaction product. The product is: [OH:18][C:13]1([CH2:7][C:8]([O:10][CH2:11][CH3:12])=[O:9])[CH2:15][CH2:16][CH2:17]1.